Dataset: Full USPTO retrosynthesis dataset with 1.9M reactions from patents (1976-2016). Task: Predict the reactants needed to synthesize the given product. Given the product [C:39]([O:43][C:20]([NH:17][C:11]1[C:2]([F:1])=[C:3]([CH:8]=[CH:9][CH:10]=1)[C:4]([O:6][CH3:7])=[O:5])=[O:29])([CH3:42])([CH3:41])[CH3:40], predict the reactants needed to synthesize it. The reactants are: [F:1][C:2]1[C:11](C([O-])=O)=[CH:10][CH:9]=[CH:8][C:3]=1[C:4]([O:6][CH3:7])=[O:5].CC[N:17]([CH2:20]C)CC.C1(P(N=[N+]=[N-])(C2C=CC=CC=2)=[O:29])C=CC=CC=1.[C:39]([OH:43])([CH3:42])([CH3:41])[CH3:40].